From a dataset of Full USPTO retrosynthesis dataset with 1.9M reactions from patents (1976-2016). Predict the reactants needed to synthesize the given product. (1) Given the product [ClH:21].[C:1]12([CH2:11][NH:12][C:13](=[O:14])[C:15]3[C:20]([Cl:21])=[CH:19][N:18]=[C:17]([CH2:22][CH2:23][CH2:24][NH:25][CH2:33][CH3:34])[CH:16]=3)[CH2:2][CH:3]3[CH2:4][CH:5]([CH2:6][CH:7]([CH2:9]3)[CH2:8]1)[CH2:10]2, predict the reactants needed to synthesize it. The reactants are: [C:1]12([CH2:11][NH:12][C:13]([C:15]3[C:20]([Cl:21])=[CH:19][N:18]=[C:17]([C:22]#[C:23][CH2:24][N:25]([CH2:33][CH3:34])C(=O)OC(C)(C)C)[CH:16]=3)=[O:14])[CH2:10][CH:5]3[CH2:6][CH:7]([CH2:9][CH:3]([CH2:4]3)[CH2:2]1)[CH2:8]2. (2) Given the product [Cl:1][C:2]1[CH:7]=[CH:6][C:5]([CH2:8][CH2:9][NH:10][CH2:14][CH:11]2[CH2:13][CH2:12]2)=[CH:4][CH:3]=1, predict the reactants needed to synthesize it. The reactants are: [Cl:1][C:2]1[CH:7]=[CH:6][C:5]([CH2:8][CH2:9][NH2:10])=[CH:4][CH:3]=1.[CH:11]1([CH:14]=O)[CH2:13][CH2:12]1. (3) Given the product [I:1][C:2]1[CH:7]=[CH:6][N:5]=[C:4]2[CH:8]=[N:9][N:10]([CH2:12][C:13]3[CH:18]=[CH:17][C:16]([O:19][CH3:20])=[CH:15][CH:14]=3)[C:3]=12.[I:1][C:2]1[C:3]2[C:4](=[CH:8][N:9]([CH2:12][C:13]3[CH:18]=[CH:17][C:16]([O:19][CH3:20])=[CH:15][CH:14]=3)[N:10]=2)[N:5]=[CH:6][CH:7]=1, predict the reactants needed to synthesize it. The reactants are: [I:1][C:2]1[CH:7]=[CH:6][N:5]=[C:4]2[CH:8]=[N:9][NH:10][C:3]=12.Cl[CH2:12][C:13]1[CH:18]=[CH:17][C:16]([O:19][CH3:20])=[CH:15][CH:14]=1.